This data is from Reaction yield outcomes from USPTO patents with 853,638 reactions. The task is: Predict the reaction yield, written as a fraction of the theoretical maximum amount of product (1.0 means a 100% yield; for example, 0.34 means a 34% yield). The catalyst is CN(C=O)C. The yield is 0.520. The reactants are [Cl:1][C:2]1[CH:10]=[C:9]2[C:5]([CH:6]=[CH:7][N:8]2[CH2:11][C:12]([OH:14])=O)=[CH:4][CH:3]=1.CN(C(ON1N=NC2C=CC=NC1=2)=[N+](C)C)C.F[P-](F)(F)(F)(F)F.[OH:39][C:40]1([C:46]2[CH:51]=[CH:50][C:49]([S:52]([NH:55][C:56]3[S:57][CH:58]=[CH:59][N:60]=3)(=[O:54])=[O:53])=[CH:48][CH:47]=2)[CH2:45][CH2:44][NH:43][CH2:42][CH2:41]1.C([O-])(O)=O.[Na+]. The product is [Cl:1][C:2]1[CH:10]=[C:9]2[C:5]([CH:6]=[CH:7][N:8]2[CH2:11][C:12]([N:43]2[CH2:42][CH2:41][C:40]([C:46]3[CH:51]=[CH:50][C:49]([S:52]([NH:55][C:56]4[S:57][CH:58]=[CH:59][N:60]=4)(=[O:53])=[O:54])=[CH:48][CH:47]=3)([OH:39])[CH2:45][CH2:44]2)=[O:14])=[CH:4][CH:3]=1.